From a dataset of Catalyst prediction with 721,799 reactions and 888 catalyst types from USPTO. Predict which catalyst facilitates the given reaction. (1) Product: [Br:18][C:8]1[C:9]([O:14][CH2:15][O:16][CH3:17])=[CH:10][CH:11]=[C:12]([CH3:13])[C:7]=1[CH2:6][C:19]#[N:20]. Reactant: CS(O[CH2:6][C:7]1[C:12]([CH3:13])=[CH:11][CH:10]=[C:9]([O:14][CH2:15][O:16][CH3:17])[C:8]=1[Br:18])(=O)=O.[C-:19]#[N:20].[Na+]. The catalyst class is: 9. (2) Reactant: [H-].[Na+].[CH3:3][N:4]([CH2:6][CH2:7]O)[CH3:5].[Br:9][C:10]1[CH:18]=[C:17]2[C:13]([CH:14]=[CH:15][N:16]2S(C)(=O)=O)=[CH:12][CH:11]=1. Product: [Br:9][C:10]1[CH:18]=[C:17]2[C:13]([CH:14]=[CH:15][N:16]2[CH2:7][CH2:6][N:4]([CH3:5])[CH3:3])=[CH:12][CH:11]=1. The catalyst class is: 308. (3) Reactant: [NH:1]([C:8]1[CH:13]=[C:12]([NH:14][C:15](=[O:19])[NH:16][CH2:17][CH3:18])[N:11]=[CH:10][C:9]=1[C:20]([OH:22])=O)[C:2]1[CH:7]=[CH:6][CH:5]=[CH:4][CH:3]=1.Cl.[CH3:24][N:25](C)[OH:26].ON1C2C=CC=C[C:32]=2N=N1.Cl.C(N=C=NCCCN(C)C)C. Product: [CH2:17]([NH:16][C:15](=[O:19])[NH:14][C:12]1[CH:13]=[C:8]([NH:1][C:2]2[CH:3]=[CH:4][CH:5]=[CH:6][CH:7]=2)[C:9]([C:20]([N:25]([O:26][CH3:32])[CH3:24])=[O:22])=[CH:10][N:11]=1)[CH3:18]. The catalyst class is: 456. (4) Reactant: [C:1]([O:4][CH2:5][C:6]([CH3:11])([CH3:10])[C:7](O)=[O:8])(=[O:3])[CH3:2].C(Cl)(=O)C([Cl:15])=O. Product: [Cl:15][C:7]([C:6]([CH3:11])([CH3:10])[CH2:5][O:4][C:1](=[O:3])[CH3:2])=[O:8]. The catalyst class is: 59. (5) Reactant: C1C=CC2OC(=O)NC(=O)C=2C=1.C([O:15][C:16](=[O:32])[CH:17]([CH2:23][CH2:24][CH2:25][CH2:26][CH2:27][CH2:28][CH2:29][CH2:30]Br)C(OCC)=O)C.C(=O)([O-])[O-].[Na+].[Na+]. Product: [C:16]([OH:32])(=[O:15])[CH2:17][CH2:23][CH2:24][CH2:25][CH2:26][CH2:27][CH2:28][CH2:29][CH3:30]. The catalyst class is: 44. (6) Reactant: [CH2:1]([O:3][C:4](=[O:32])[C:5]1[CH:10]=[CH:9][C:8]([N:11]2[C:19]3[C:14](=[CH:15][C:16]([C:20]([O:22]CC4C=CC=CC=4)=[O:21])=[CH:17][CH:18]=3)[C:13]([C:30]#[N:31])=[CH:12]2)=[CH:7][CH:6]=1)[CH3:2].CO. Product: [CH2:1]([O:3][C:4](=[O:32])[C:5]1[CH:6]=[CH:7][C:8]([N:11]2[C:19]3[C:14](=[CH:15][C:16]([C:20]([OH:22])=[O:21])=[CH:17][CH:18]=3)[C:13]([C:30]#[N:31])=[CH:12]2)=[CH:9][CH:10]=1)[CH3:2]. The catalyst class is: 481. (7) Reactant: [F:1][C:2]1[CH:7]=[CH:6][C:5]([N:8]2[C:16]3[C:11](=[CH:12][C:13]([CH:17]([CH2:24][CH:25]([CH3:27])[CH3:26])[C:18]([CH3:23])([CH3:22])[C:19](F)=[O:20])=[CH:14][CH:15]=3)[CH:10]=[N:9]2)=[CH:4][CH:3]=1.[NH3:28].O. Product: [F:1][C:2]1[CH:3]=[CH:4][C:5]([N:8]2[C:16]3[C:11](=[CH:12][C:13]([CH:17]([CH2:24][CH:25]([CH3:27])[CH3:26])[C:18]([CH3:22])([CH3:23])[C:19]([NH2:28])=[O:20])=[CH:14][CH:15]=3)[CH:10]=[N:9]2)=[CH:6][CH:7]=1. The catalyst class is: 1.